Dataset: Catalyst prediction with 721,799 reactions and 888 catalyst types from USPTO. Task: Predict which catalyst facilitates the given reaction. (1) Reactant: Br[C:2]1[S:6][C:5]([CH:7]2[O:11][CH2:10][CH2:9][O:8]2)=[CH:4][C:3]=1[CH2:12][C:13]1[CH:18]=[CH:17][CH:16]=[C:15]([Cl:19])[CH:14]=1.C1(P(C2CCCCC2)C2C=CC=CC=2C2C(N(C)C)=CC=CC=2N(C)C)CCCCC1.[Br-].[O:52]1[CH2:57][CH2:56][CH:55]([CH2:58][Zn+])[CH2:54][CH2:53]1.CC(N(C)C)=O. Product: [Cl:19][C:15]1[CH:14]=[C:13]([CH:18]=[CH:17][CH:16]=1)[CH2:12][C:3]1[CH:4]=[C:5]([CH:7]2[O:11][CH2:10][CH2:9][O:8]2)[S:6][C:2]=1[CH2:58][CH:55]1[CH2:56][CH2:57][O:52][CH2:53][CH2:54]1. The catalyst class is: 718. (2) Reactant: C([O:4][CH2:5][C:6]([CH3:48])([CH3:47])[CH2:7][N:8]1[C:14]2[CH:15]=[CH:16][C:17]([Cl:19])=[CH:18][C:13]=2[C@@H:12]([C:20]2[CH:25]=[CH:24][CH:23]=[C:22]([O:26][CH3:27])[C:21]=2[O:28][CH3:29])[O:11][C@H:10]([CH2:30][C:31]([NH:33][C:34]2[S:35][C:36]([CH2:39][CH2:40][C:41]([O:43]CC)=[O:42])=[CH:37][N:38]=2)=[O:32])[C:9]1=[O:46])(=O)C.[OH-].[Na+].Cl. Product: [Cl:19][C:17]1[CH:16]=[CH:15][C:14]2[N:8]([CH2:7][C:6]([CH3:47])([CH3:48])[CH2:5][OH:4])[C:9](=[O:46])[C@@H:10]([CH2:30][C:31]([NH:33][C:34]3[S:35][C:36]([CH2:39][CH2:40][C:41]([OH:43])=[O:42])=[CH:37][N:38]=3)=[O:32])[O:11][C@H:12]([C:20]3[CH:25]=[CH:24][CH:23]=[C:22]([O:26][CH3:27])[C:21]=3[O:28][CH3:29])[C:13]=2[CH:18]=1. The catalyst class is: 8. (3) Reactant: [NH:1]1[C:9]2[C:4](=[CH:5][CH:6]=[CH:7][N:8]=2)[CH:3]=[CH:2]1.[H-].[Na+].[CH3:12][O:13][C:14]1[C:23]2[CH2:22][C@@H:21]([N:24]([CH3:31])[C:25](=[O:30])[C:26]([F:29])([F:28])[F:27])[CH2:20][CH2:19][C:18]=2[C:17]([S:32](Cl)(=[O:34])=[O:33])=[CH:16][CH:15]=1.O. Product: [F:29][C:26]([F:27])([F:28])[C:25]([N:24]([C@H:21]1[CH2:20][CH2:19][C:18]2[C:23](=[C:14]([O:13][CH3:12])[CH:15]=[CH:16][C:17]=2[S:32]([N:1]2[C:9]3=[N:8][CH:7]=[CH:6][CH:5]=[C:4]3[CH:3]=[CH:2]2)(=[O:33])=[O:34])[CH2:22]1)[CH3:31])=[O:30]. The catalyst class is: 3. (4) Reactant: [CH:1]1[C:6]2[C:7]([N:16]3[CH2:21][CH2:20][N:19](C(OC(C)(C)C)=O)[CH2:18][CH2:17]3)=[N:8][C:9]3[CH:15]=[CH:14][CH:13]=[CH:12][C:10]=3[S:11][C:5]=2[CH:4]=[CH:3][CH:2]=1. Product: [N:16]1([C:7]2=[N:8][C:9]3[CH:15]=[CH:14][CH:13]=[CH:12][C:10]=3[S:11][C:5]3[CH:4]=[CH:3][CH:2]=[CH:1][C:6]2=3)[CH2:17][CH2:18][NH:19][CH2:20][CH2:21]1. The catalyst class is: 5.